The task is: Predict the reactants needed to synthesize the given product.. This data is from Full USPTO retrosynthesis dataset with 1.9M reactions from patents (1976-2016). (1) Given the product [C:25]([C:29]1[CH:34]=[CH:33][C:32]([S:35]([NH:11][C:7]2[CH:6]=[C:5]3[C:10](=[CH:9][CH:8]=2)[N:2]([CH3:1])[C:3]([C:20]([OH:22])=[O:21])=[C:4]3[C:14]2[CH:19]=[CH:18][CH:17]=[CH:16][CH:15]=2)(=[O:37])=[O:36])=[CH:31][CH:30]=1)([CH3:28])([CH3:26])[CH3:27], predict the reactants needed to synthesize it. The reactants are: [CH3:1][N:2]1[C:10]2[C:5](=[CH:6][C:7]([N+:11]([O-])=O)=[CH:8][CH:9]=2)[C:4]([C:14]2[CH:19]=[CH:18][CH:17]=[CH:16][CH:15]=2)=[C:3]1[C:20]([O:22]CC)=[O:21].[C:25]([C:29]1[CH:34]=[CH:33][C:32]([S:35](Cl)(=[O:37])=[O:36])=[CH:31][CH:30]=1)([CH3:28])([CH3:27])[CH3:26]. (2) Given the product [CH3:17][S:14]([N:11]1[CH2:12][CH2:13][N:8]([C:5]2[CH:6]=[CH:7][C:2]([B:18]3[O:22][C:21]([CH3:24])([CH3:23])[C:20]([CH3:26])([CH3:25])[O:19]3)=[CH:3][CH:4]=2)[CH2:9][CH2:10]1)(=[O:16])=[O:15], predict the reactants needed to synthesize it. The reactants are: Br[C:2]1[CH:7]=[CH:6][C:5]([N:8]2[CH2:13][CH2:12][N:11]([S:14]([CH3:17])(=[O:16])=[O:15])[CH2:10][CH2:9]2)=[CH:4][CH:3]=1.[B:18]1([B:18]2[O:22][C:21]([CH3:24])([CH3:23])[C:20]([CH3:26])([CH3:25])[O:19]2)[O:22][C:21]([CH3:24])([CH3:23])[C:20]([CH3:26])([CH3:25])[O:19]1.C([O-])(=O)C.[K+].C(OCC)(=O)C. (3) Given the product [Cl:12][C:6]1[CH:7]=[CH:8][C:9]([Cl:11])=[CH:10][C:5]=1[C:3]1[N:30]=[C:28]([NH:27][C:17]2[CH:18]=[CH:19][C:20]([N:21]3[CH:25]=[C:24]([CH3:26])[N:23]=[CH:22]3)=[C:15]([O:14][CH3:13])[CH:16]=2)[S:29][CH:2]=1, predict the reactants needed to synthesize it. The reactants are: Br[CH2:2][C:3]([C:5]1[CH:10]=[C:9]([Cl:11])[CH:8]=[CH:7][C:6]=1[Cl:12])=O.[CH3:13][O:14][C:15]1[CH:16]=[C:17]([NH:27][C:28]([NH2:30])=[S:29])[CH:18]=[CH:19][C:20]=1[N:21]1[CH:25]=[C:24]([CH3:26])[N:23]=[CH:22]1.C(OCC)C. (4) Given the product [F:8][C:6]1[CH:5]=[C:4]([C:9]2([CH2:24][NH2:25])[CH2:14][CH2:13][N:12]([C:15]3[C:16]4[CH:23]=[CH:22][NH:21][C:17]=4[N:18]=[CH:19][N:20]=3)[CH2:11][CH2:10]2)[CH:3]=[C:2]([C:30]2[CH:29]=[N:28][N:27]([CH3:26])[CH:31]=2)[CH:7]=1, predict the reactants needed to synthesize it. The reactants are: Br[C:2]1[CH:3]=[C:4]([C:9]2([CH2:24][NH2:25])[CH2:14][CH2:13][N:12]([C:15]3[C:16]4[CH:23]=[CH:22][NH:21][C:17]=4[N:18]=[CH:19][N:20]=3)[CH2:11][CH2:10]2)[CH:5]=[C:6]([F:8])[CH:7]=1.[CH3:26][N:27]1[CH:31]=[C:30](B2OC(C)(C)C(C)(C)O2)[CH:29]=[N:28]1.[O-]P([O-])([O-])=O.[K+].[K+].[K+].C(O)C. (5) Given the product [CH2:1]([N:8]([CH2:13][C:14]#[C:15][CH3:16])[CH2:9][C:10]#[N:11])[C:2]1[CH:7]=[CH:6][CH:5]=[CH:4][CH:3]=1, predict the reactants needed to synthesize it. The reactants are: [CH2:1]([NH:8][CH2:9][C:10]#[N:11])[C:2]1[CH:7]=[CH:6][CH:5]=[CH:4][CH:3]=1.Br[CH2:13][C:14]#[C:15][CH3:16].C(=O)([O-])[O-].[K+].[K+].